Task: Predict the reactants needed to synthesize the given product.. Dataset: Full USPTO retrosynthesis dataset with 1.9M reactions from patents (1976-2016) (1) The reactants are: C(S([C:11]1[N:16]=[C:15]([O:17][CH:18]([CH3:20])[CH3:19])[CH:14]=[C:13]([CH3:21])[N:12]=1)(=O)=O)C1C=CC=CC=1.[N:22]1([C:28]([O:30][C:31]([CH3:34])([CH3:33])[CH3:32])=[O:29])[CH2:27][CH2:26][NH:25][CH2:24][CH2:23]1.C(N(C(C)C)CC)(C)C. Given the product [CH:18]([O:17][C:15]1[CH:14]=[C:13]([CH3:21])[N:12]=[C:11]([N:25]2[CH2:24][CH2:23][N:22]([C:28]([O:30][C:31]([CH3:34])([CH3:33])[CH3:32])=[O:29])[CH2:27][CH2:26]2)[N:16]=1)([CH3:19])[CH3:20], predict the reactants needed to synthesize it. (2) Given the product [C:23]([NH:27][C:28]1[N:29]=[C:30]([N:37]2[CH2:41][CH2:40][C:39]([F:42])([F:43])[CH2:38]2)[C:31]2[C:32](=[N:34][N:35]([CH2:51][C:46]3[C:45]([Cl:44])=[CH:50][CH:49]=[CH:48][N:47]=3)[N:36]=2)[N:33]=1)([CH3:26])([CH3:24])[CH3:25], predict the reactants needed to synthesize it. The reactants are: C(C1N=C(N2CCC(F)(F)C2)C2C(=NN(CC)N=2)N=1)(C)(C)C.[C:23]([NH:27][C:28]1[N:29]=[C:30]([N:37]2[CH2:41][CH2:40][C:39]([F:43])([F:42])[CH2:38]2)[C:31]2[N:36]=[N:35][NH:34][C:32]=2[N:33]=1)([CH3:26])([CH3:25])[CH3:24].[Cl:44][C:45]1[C:46]([CH2:51]Cl)=[N:47][CH:48]=[CH:49][CH:50]=1. (3) Given the product [Br:1][C:2]1[CH:6]=[C:5]([C:22]([OH:24])=[O:23])[N:4]([C:7]2[C:12]([Cl:13])=[CH:11][CH:10]=[CH:9][N:8]=2)[N:3]=1, predict the reactants needed to synthesize it. The reactants are: [Br:1][C:2]1[CH:6]=[CH:5][N:4]([C:7]2[C:12]([Cl:13])=[CH:11][CH:10]=[CH:9][N:8]=2)[N:3]=1.C([N-]C(C)C)(C)C.[Li+].[C:22](=[O:24])=[O:23].[OH-].[Na+]. (4) Given the product [Cl:2][CH2:3][C:4]1[N:17]([CH2:18][CH2:19][CH2:20][NH:21][C:22](=[O:28])[O:23][C:24]([CH3:27])([CH3:26])[CH3:25])[C:16]2[C:15]3[N:14]=[CH:13][CH:12]=[CH:11][C:10]=3[N:9]=[CH:8][C:7]=2[N:6]=1, predict the reactants needed to synthesize it. The reactants are: Cl.[Cl:2][CH2:3][C:4]([NH:6][C:7]1[CH:8]=[N:9][C:10]2[C:15]([C:16]=1[NH:17][CH2:18][CH2:19][CH2:20][NH:21][C:22](=[O:28])[O:23][C:24]([CH3:27])([CH3:26])[CH3:25])=[N:14][CH:13]=[CH:12][CH:11]=2)=O.C(=O)([O-])[O-].[K+].[K+].